This data is from Catalyst prediction with 721,799 reactions and 888 catalyst types from USPTO. The task is: Predict which catalyst facilitates the given reaction. (1) Reactant: [Cl:1][C:2]1[CH:3]=[C:4]2[C:8](=[CH:9][CH:10]=1)[NH:7][C:6]1[CH:11]([CH2:16][CH3:17])[N:12]([CH3:15])[CH2:13][CH2:14][C:5]2=1.N1CCC[C@H]1C(O)=O.[O-]P([O-])([O-])=O.[K+].[K+].[K+].Br[CH:35]=[C:36]([C:38]1[CH:43]=[CH:42][C:41]([Cl:44])=[C:40]([Cl:45])[CH:39]=1)[CH3:37]. Product: [Cl:1][C:2]1[CH:3]=[C:4]2[C:8](=[CH:9][CH:10]=1)[N:7]([CH:35]=[C:36]([C:38]1[CH:43]=[CH:42][C:41]([Cl:44])=[C:40]([Cl:45])[CH:39]=1)[CH3:37])[C:6]1[CH:11]([CH2:16][CH3:17])[N:12]([CH3:15])[CH2:13][CH2:14][C:5]2=1. The catalyst class is: 122. (2) Reactant: [Br:1][C:2]1[CH:7]=[CH:6][C:5]([C:8]2[CH:16]=[CH:15][CH:14]=[C:13]3[C:9]=2[CH2:10][C:11](=[O:17])[NH:12]3)=[CH:4][CH:3]=1.[N:18]1([CH2:23][CH2:24][NH:25][C:26]([C:28]2[C:32]([CH3:33])=[C:31]([CH:34]=O)[NH:30][C:29]=2[CH3:36])=[O:27])[CH2:22][CH2:21][CH2:20][CH2:19]1. Product: [N:18]1([CH2:23][CH2:24][NH:25][C:26]([C:28]2[C:32]([CH3:33])=[C:31]([CH:34]=[C:10]3[C:9]4[C:13](=[CH:14][CH:15]=[CH:16][C:8]=4[C:5]4[CH:4]=[CH:3][C:2]([Br:1])=[CH:7][CH:6]=4)[NH:12][C:11]3=[O:17])[NH:30][C:29]=2[CH3:36])=[O:27])[CH2:22][CH2:21][CH2:20][CH2:19]1. The catalyst class is: 360. (3) Reactant: S([CH2:5][CH2:6][C:7]#[C:8][C:9]1[CH:14]=[CH:13][CH:12]=[CH:11][CH:10]=1)(C)(=O)=O.Cl.[F:16][C:17]([F:32])([F:31])[C:18]1[CH:19]=[C:20]([CH:24]2[CH2:29][CH2:28][NH:27][CH2:26][CH:25]2[OH:30])[CH:21]=[CH:22][CH:23]=1.C([O-])([O-])=O.[K+].[K+]. Product: [F:32][C:17]([F:16])([F:31])[C:18]1[CH:19]=[C:20]([CH:24]2[CH2:29][CH2:28][N:27]([CH2:5][CH2:6][C:7]#[C:8][C:9]3[CH:14]=[CH:13][CH:12]=[CH:11][CH:10]=3)[CH2:26][CH:25]2[OH:30])[CH:21]=[CH:22][CH:23]=1. The catalyst class is: 23. (4) Reactant: Br[C:2]1[C:11]2[C:6](=[CH:7][CH:8]=[C:9]([C:12]([F:15])([F:14])[F:13])[CH:10]=2)[N:5]=[C:4]([CH:16]2[CH2:20][CH2:19][CH2:18][CH2:17]2)[C:3]=1[C:21]#[N:22].[CH3:23][C:24]1[CH:29]=[C:28](B2OC(C)(C)C(C)(C)O2)[CH:27]=[CH:26][N:25]=1.C(=O)([O-])[O-].[Cs+].[Cs+]. Product: [CH:16]1([C:4]2[C:3]([C:21]#[N:22])=[C:2]([C:28]3[CH:27]=[CH:26][N:25]=[C:24]([CH3:23])[CH:29]=3)[C:11]3[C:6](=[CH:7][CH:8]=[C:9]([C:12]([F:13])([F:15])[F:14])[CH:10]=3)[N:5]=2)[CH2:20][CH2:19][CH2:18][CH2:17]1. The catalyst class is: 128.